From a dataset of Forward reaction prediction with 1.9M reactions from USPTO patents (1976-2016). Predict the product of the given reaction. (1) Given the reactants [C:1]([O:5][CH3:6])(=[O:4])[CH:2]=[CH2:3].[Br:7][C:8]1[N:9]=[CH:10][S:11][C:12]=1[C@@H:13]([NH:27][C:28](=[O:34])[O:29][C:30]([CH3:33])([CH3:32])[CH3:31])[C@H:14]([C:19]1[CH:24]=[CH:23][CH:22]=[C:21]([F:25])[C:20]=1[F:26])[CH2:15][CH2:16]C=C, predict the reaction product. The product is: [Br:7][C:8]1[N:9]=[CH:10][S:11][C:12]=1[C@@H:13]([NH:27][C:28]([O:29][C:30]([CH3:31])([CH3:33])[CH3:32])=[O:34])[C@H:14]([C:19]1[CH:24]=[CH:23][CH:22]=[C:21]([F:25])[C:20]=1[F:26])[CH2:15][CH2:16]/[CH:3]=[CH:2]/[C:1]([O:5][CH3:6])=[O:4]. (2) Given the reactants [ClH:1].Br[C:3]1[CH:25]=[CH:24][C:6]([CH2:7][O:8][C:9]2[CH:10]=[C:11]3[C:16](=[CH:17][CH:18]=2)[CH2:15][CH:14]([CH2:19][CH2:20][N:21]([CH3:23])[CH3:22])[CH2:13][CH2:12]3)=[CH:5][CH:4]=1.[C:26]1([CH3:32])[CH:31]=[CH:30][CH:29]=[CH:28][CH:27]=1.C([OH:35])C.C(=O)([O-])[O-].[Na+].[Na+], predict the reaction product. The product is: [ClH:1].[CH3:22][N:21]([CH2:20][CH2:19][CH:14]1[CH2:13][CH2:12][C:11]2[C:16](=[CH:17][CH:18]=[C:9]([O:8][CH2:7][C:6]3[CH:24]=[CH:25][C:3]([C:28]4[CH:29]=[CH:30][CH:31]=[C:26]([CH:32]=[O:35])[CH:27]=4)=[CH:4][CH:5]=3)[CH:10]=2)[CH2:15]1)[CH3:23]. (3) Given the reactants [Cl:1][C:2]1[CH:3]=[C:4]([CH2:9][C:10]#[N:11])[CH:5]=[CH:6][C:7]=1[F:8].Br[CH2:13][CH2:14]Br.[OH-].[Na+], predict the reaction product. The product is: [Cl:1][C:2]1[CH:3]=[C:4]([C:9]2([C:10]#[N:11])[CH2:14][CH2:13]2)[CH:5]=[CH:6][C:7]=1[F:8]. (4) Given the reactants Br[C:2]1[CH:3]=[C:4]([NH:9][C:10]([C:12]2[CH:16]=[CH:15][O:14][CH:13]=2)=[O:11])[CH:5]=[CH:6][C:7]=1[Cl:8].[CH:17]1([CH2:20][NH:21][C:22](=[O:38])[C:23]2[CH:28]=[CH:27][C:26](B3OC(C)(C)C(C)(C)O3)=[CH:25][CH:24]=2)[CH2:19][CH2:18]1.C(=O)([O-])[O-].[Na+].[Na+], predict the reaction product. The product is: [Cl:8][C:7]1[C:2]([C:26]2[CH:27]=[CH:28][C:23]([C:22]([NH:21][CH2:20][CH:17]3[CH2:19][CH2:18]3)=[O:38])=[CH:24][CH:25]=2)=[CH:3][C:4]([NH:9][C:10]([C:12]2[CH:16]=[CH:15][O:14][CH:13]=2)=[O:11])=[CH:5][CH:6]=1. (5) Given the reactants [C:1]([O-:20])(=[O:19])[CH2:2][CH2:3][CH2:4][CH2:5][CH2:6][CH2:7][CH2:8]/[CH:9]=[CH:10]\[CH2:11][CH2:12][CH2:13][CH2:14][CH2:15][CH2:16][CH2:17][CH3:18].[Na+], predict the reaction product. The product is: [C:1]([OH:20])(=[O:19])[CH2:2][CH2:3][CH2:4][CH2:5][CH2:6][CH2:7][CH2:8]/[CH:9]=[CH:10]\[CH2:11][CH2:12][CH2:13][CH2:14][CH2:15][CH2:16][CH2:17][CH3:18]. (6) Given the reactants [CH3:1][O:2][C:3]1[CH:16]=[CH:15][C:6]([CH2:7][O:8][C:9]([CH3:14])([CH3:13])[CH2:10][CH2:11]O)=[CH:5][CH:4]=1.C(Br)(Br)(Br)[Br:18].C1(P(C2C=CC=CC=2)C2C=CC=CC=2)C=CC=CC=1.C(O)C, predict the reaction product. The product is: [Br:18][CH2:11][CH2:10][C:9]([CH3:14])([CH3:13])[O:8][CH2:7][C:6]1[CH:15]=[CH:16][C:3]([O:2][CH3:1])=[CH:4][CH:5]=1. (7) Given the reactants [CH2:1]([O:8][C@H:9]([C@H:33]([O:55][CH2:56][C:57]1[CH:62]=[CH:61][CH:60]=[CH:59][CH:58]=1)[C@H:34]([O:47][CH2:48][C:49]1[CH:54]=[CH:53][CH:52]=[CH:51][CH:50]=1)[CH2:35][O:36][Si:37]([CH:44]([CH3:46])[CH3:45])([CH:41]([CH3:43])[CH3:42])[CH:38]([CH3:40])[CH3:39])[CH:10]([OH:32])[CH2:11][O:12][C:13]([C:26]1[CH:31]=[CH:30][CH:29]=[CH:28][CH:27]=1)([C:20]1[CH:25]=[CH:24][CH:23]=[CH:22][CH:21]=1)[C:14]1[CH:19]=[CH:18][CH:17]=[CH:16][CH:15]=1)[C:2]1[CH:7]=[CH:6][CH:5]=[CH:4][CH:3]=1.C[N+]1([O-])CCOCC1, predict the reaction product. The product is: [CH2:1]([O:8][C@H:9]([C@H:33]([O:55][CH2:56][C:57]1[CH:58]=[CH:59][CH:60]=[CH:61][CH:62]=1)[C@H:34]([O:47][CH2:48][C:49]1[CH:54]=[CH:53][CH:52]=[CH:51][CH:50]=1)[CH2:35][O:36][Si:37]([CH:41]([CH3:43])[CH3:42])([CH:38]([CH3:40])[CH3:39])[CH:44]([CH3:46])[CH3:45])[C:10](=[O:32])[CH2:11][O:12][C:13]([C:26]1[CH:27]=[CH:28][CH:29]=[CH:30][CH:31]=1)([C:14]1[CH:19]=[CH:18][CH:17]=[CH:16][CH:15]=1)[C:20]1[CH:25]=[CH:24][CH:23]=[CH:22][CH:21]=1)[C:2]1[CH:3]=[CH:4][CH:5]=[CH:6][CH:7]=1. (8) Given the reactants Cl[C:2]1[CH:7]=[CH:6][N:5]=[C:4]2[NH:8][C:9]([C:11]3[CH:12]=[N:13][N:14]([CH3:16])[CH:15]=3)=[N:10][C:3]=12.[C:17]([O:21][C:22]([N:24]1[CH2:33][CH2:32][C:31]2[C:26](=[CH:27][CH:28]=[C:29](B3OC(C)(C)C(C)(C)O3)[CH:30]=2)[CH2:25]1)=[O:23])([CH3:20])([CH3:19])[CH3:18].C1(P(C2CCCCC2)C2C=CC=CC=2C2C(OC)=CC=CC=2OC)CCCCC1.C(=O)([O-])[O-].[K+].[K+].O1CCOCC1.O, predict the reaction product. The product is: [C:17]([O:21][C:22]([N:24]1[CH2:33][CH2:32][C:31]2[C:26](=[CH:27][CH:28]=[C:29]([C:2]3[CH:7]=[CH:6][N:5]=[C:4]4[NH:8][C:9]([C:11]5[CH:12]=[N:13][N:14]([CH3:16])[CH:15]=5)=[N:10][C:3]=34)[CH:30]=2)[CH2:25]1)=[O:23])([CH3:20])([CH3:18])[CH3:19].